Dataset: Full USPTO retrosynthesis dataset with 1.9M reactions from patents (1976-2016). Task: Predict the reactants needed to synthesize the given product. (1) Given the product [CH3:24][N:20]1[C:17]2[CH:16]=[CH:15][C:14]([N:3]3[CH:4]=[C:5]([C:9]([O:11][CH2:12][CH3:13])=[O:10])[C:6](=[O:8])[N:7]([CH2:35][C:34]4[CH:37]=[CH:38][CH:39]=[C:40]([C:41]([F:44])([F:43])[F:42])[C:33]=4[CH3:32])[C:2]3=[O:1])=[CH:19][C:18]=2[N:22]([CH3:23])[C:21]1=[O:25], predict the reactants needed to synthesize it. The reactants are: [O:1]=[C:2]1[NH:7][C:6](=[O:8])[C:5]([C:9]([O:11][CH2:12][CH3:13])=[O:10])=[CH:4][N:3]1[C:14]1[CH:19]=[CH:18][C:17]([N:20]2[CH2:24][CH2:23][NH:22][C:21]2=[O:25])=[CH:16][CH:15]=1.C(=O)([O-])[O-].[K+].[K+].[CH3:32][C:33]1[C:40]([C:41]([F:44])([F:43])[F:42])=[CH:39][CH:38]=[CH:37][C:34]=1[CH2:35]Br.[I-].[K+]. (2) Given the product [Cl:1][C:2]1[CH:7]=[C:6]([N:8]2[CH2:12][CH2:11][CH2:10][C@H:9]2[C:13]([F:16])([F:15])[F:14])[N:5]=[C:4]([NH:23][CH3:22])[N:3]=1, predict the reactants needed to synthesize it. The reactants are: [Cl:1][C:2]1[CH:7]=[C:6]([N:8]2[CH2:12][CH2:11][CH2:10][C@H:9]2[C:13]([F:16])([F:15])[F:14])[N:5]=[C:4](S(C)(=O)=O)[N:3]=1.C[CH2:22][N:23](C(C)C)C(C)C.CN.